This data is from Full USPTO retrosynthesis dataset with 1.9M reactions from patents (1976-2016). The task is: Predict the reactants needed to synthesize the given product. (1) Given the product [N:20]1[N:19]([C:14]2[N:15]=[CH:16][CH:17]=[CH:18][C:13]=2[C:12]([NH:11][CH:3]([C:2](=[O:1])[C:29]([NH:31][O:32][CH3:33])=[O:30])[CH2:4][C:5]2[CH:10]=[CH:9][CH:8]=[CH:7][CH:6]=2)=[O:28])[CH:27]=[C:26]2[C:21]=1[CH:22]=[CH:23][CH:24]=[CH:25]2, predict the reactants needed to synthesize it. The reactants are: [OH:1][CH:2]([C:29]([NH:31][O:32][CH3:33])=[O:30])[CH:3]([NH:11][C:12](=[O:28])[C:13]1[CH:18]=[CH:17][CH:16]=[N:15][C:14]=1[N:19]1[CH:27]=[C:26]2[C:21]([CH:22]=[CH:23][CH:24]=[CH:25]2)=[N:20]1)[CH2:4][C:5]1[CH:10]=[CH:9][CH:8]=[CH:7][CH:6]=1.CS(C)=O.IC1C=CC=CC=1C(O)=O.C([O-])(O)=O.[Na+]. (2) Given the product [NH2:14][C:11]1[CH:12]=[CH:13][C:4]([Br:3])=[C:5]2[C:10]=1[CH:9]([OH:17])[CH2:8][CH2:7][CH2:6]2, predict the reactants needed to synthesize it. The reactants are: [BH4-].[K+].[Br:3][C:4]1[CH:13]=[CH:12][C:11]([N+:14]([O-])=O)=[C:10]2[C:5]=1[CH2:6][CH2:7][CH2:8][C:9]2=[O:17]. (3) Given the product [C:11]([C:3]1[C:4]([I:10])=[C:5]([C:7]([O:9][CH2:22][CH3:23])=[O:8])[S:6][C:2]=1[I:13])#[N:12], predict the reactants needed to synthesize it. The reactants are: N[C:2]1[S:6][C:5]([C:7]([O-:9])=[O:8])=[C:4]([I:10])[C:3]=1[C:11]#[N:12].[I:13]CI.N(OCCC[CH2:22][CH3:23])=O. (4) The reactants are: [C:1]([O:5][C:6]([N:8]1[CH2:13][CH2:12][C:11]([CH2:15][NH2:16])([F:14])[CH2:10][CH2:9]1)=[O:7])([CH3:4])([CH3:3])[CH3:2].[CH:17]1[C:29]2[CH:28]([CH2:30][O:31][C:32]([N:34]=[C:35]=[S:36])=[O:33])[C:27]3[C:22](=[CH:23][CH:24]=[CH:25][CH:26]=3)[C:21]=2[CH:20]=[CH:19][CH:18]=1. Given the product [C:1]([O:5][C:6]([N:8]1[CH2:9][CH2:10][C:11]([CH2:15][NH:16][C:35]([NH:34][C:32]([O:31][CH2:30][CH:28]2[C:27]3[CH:26]=[CH:25][CH:24]=[CH:23][C:22]=3[C:21]3[C:29]2=[CH:17][CH:18]=[CH:19][CH:20]=3)=[O:33])=[S:36])([F:14])[CH2:12][CH2:13]1)=[O:7])([CH3:4])([CH3:3])[CH3:2], predict the reactants needed to synthesize it. (5) The reactants are: [Br:1][C:2]1[CH:3]=[C:4]([C:13]2[O:17][N:16]=[C:15]([C:18]3[CH:26]=[CH:25][C:24]4[NH:23][C:22]5[CH:27]([CH2:30][C:31]([O:33]CC)=[O:32])[CH2:28][CH2:29][C:21]=5[C:20]=4[CH:19]=3)[N:14]=2)[CH:5]=[C:6]([O:8][C:9]([F:12])([F:11])[F:10])[CH:7]=1.[OH-].[Na+].Cl. Given the product [Br:1][C:2]1[CH:3]=[C:4]([C:13]2[O:17][N:16]=[C:15]([C:18]3[CH:26]=[CH:25][C:24]4[NH:23][C:22]5[CH:27]([CH2:30][C:31]([OH:33])=[O:32])[CH2:28][CH2:29][C:21]=5[C:20]=4[CH:19]=3)[N:14]=2)[CH:5]=[C:6]([O:8][C:9]([F:10])([F:12])[F:11])[CH:7]=1, predict the reactants needed to synthesize it. (6) Given the product [Br:19][CH2:17][C:16]([C:8]1[CH:9]=[CH:10][C:11]([O:12][CH:13]([F:15])[F:14])=[C:6]([O:5][CH2:4][CH:1]2[CH2:3][CH2:2]2)[CH:7]=1)=[O:18], predict the reactants needed to synthesize it. The reactants are: [CH:1]1([CH2:4][O:5][C:6]2[CH:7]=[C:8]([C:16](=[O:18])[CH3:17])[CH:9]=[CH:10][C:11]=2[O:12][CH:13]([F:15])[F:14])[CH2:3][CH2:2]1.[Br-:19].[Br-].[Br-].C[N+](C)(C)C1C=CC=CC=1.C[N+](C1C=CC=CC=1)(C)C.C[N+](C1C=CC=CC=1)(C)C.C(=O)([O-])O.[Na+]. (7) Given the product [Br:1][C:2]1[S:3][CH:4]=[C:5]([CH2:7][CH2:8][OH:9])[N:6]=1, predict the reactants needed to synthesize it. The reactants are: [Br:1][C:2]1[S:3][CH:4]=[C:5]([CH2:7][C:8](OC)=[O:9])[N:6]=1.[BH4-].[Na+].